Task: Predict the reactants needed to synthesize the given product.. Dataset: Full USPTO retrosynthesis dataset with 1.9M reactions from patents (1976-2016) (1) Given the product [CH3:11][N:9]1[C:10]2[C:6](=[CH:5][C:4]([N+:12]([O-:14])=[O:13])=[CH:3][C:2]=2/[CH:25]=[CH:24]/[CH2:23][OH:22])[CH:7]=[CH:8]1, predict the reactants needed to synthesize it. The reactants are: Br[C:2]1[CH:3]=[C:4]([N+:12]([O-:14])=[O:13])[CH:5]=[C:6]2[C:10]=1[N:9]([CH3:11])[CH:8]=[CH:7]2.[Si]([O:22][CH2:23]/[CH:24]=[CH:25]/B(O)O)(C(C)(C)C)(C)C.P([O-])([O-])([O-])=O.[K+].[K+].[K+].O1CCOCC1. (2) Given the product [Cl:20][C:11]1[C:12]2[O:13][C:5]3[CH:4]=[CH:3][C:2]([Cl:1])=[CH:19][C:6]=3[C:7]=2[N:8]=[C:9]([C:15]([F:18])([F:17])[F:16])[N:10]=1, predict the reactants needed to synthesize it. The reactants are: [Cl:1][C:2]1[CH:3]=[CH:4][C:5]2[O:13][C:12]3[C:11](=O)[NH:10][C:9]([C:15]([F:18])([F:17])[F:16])=[N:8][C:7]=3[C:6]=2[CH:19]=1.[Cl:20]C1C2OC3C=CC(Cl)=CC=3C=2N=CN=1. (3) Given the product [F:36][C:31]1[CH:32]=[CH:33][CH:34]=[CH:35][C:30]=1[CH2:29][CH:26]([CH:23]1[CH2:22][CH2:21][N:20]([CH2:19][C:14]2[C:13](=[O:12])[NH:18][CH:17]=[CH:16][N:15]=2)[CH2:25][CH2:24]1)[C:27]#[N:28], predict the reactants needed to synthesize it. The reactants are: Cl.C(OCC)(=O)C.C([O:12][C:13]1[C:14]([CH2:19][N:20]2[CH2:25][CH2:24][CH:23]([CH:26]([CH2:29][C:30]3[CH:35]=[CH:34][CH:33]=[CH:32][C:31]=3[F:36])[C:27]#[N:28])[CH2:22][CH2:21]2)=[N:15][CH:16]=[CH:17][N:18]=1)(C)(C)C.[OH-].[Na+]. (4) Given the product [CH:1]1([C:5]([C:7]2[CH:12]=[CH:11][CH:10]=[C:9]([CH:13]([CH3:14])[CH3:15])[C:8]=2[OH:16])=[O:6])[CH2:2][CH2:3][CH2:4]1, predict the reactants needed to synthesize it. The reactants are: [CH:1]1([C:5]([C:7]2[CH:12]=[CH:11][CH:10]=[C:9]([CH:13]([CH3:15])[CH3:14])[C:8]=2[O:16]C2CCCCO2)=[O:6])[CH2:4][CH2:3][CH2:2]1.C(=O)(O)[O-].[Na+]. (5) Given the product [CH3:1][O:2][CH2:3][C:4]1[N:9]=[CH:8][C:7]([O:10][C:11]2[CH:12]=[C:13]3[C:17](=[C:18]([O:20][CH:21]([CH3:22])[CH3:23])[CH:19]=2)[NH:16][C:15]([C:24]2[S:36][CH:51]([CH2:50][C:49]([O:54][CH2:55][CH3:56])=[O:53])[CH2:52][N:26]=2)=[CH:14]3)=[CH:6][CH:5]=1, predict the reactants needed to synthesize it. The reactants are: [CH3:1][O:2][CH2:3][C:4]1[N:9]=[CH:8][C:7]([O:10][C:11]2[CH:12]=[C:13]3[C:17](=[C:18]([O:20][CH:21]([CH3:23])[CH3:22])[CH:19]=2)[NH:16][C:15]([C:24]([NH2:26])=O)=[CH:14]3)=[CH:6][CH:5]=1.COC1C=CC(P2(SP(C3C=CC(OC)=CC=3)(=S)S2)=[S:36])=CC=1.[C:49]([O:54][CH2:55][CH3:56])(=[O:53])[C:50]#[C:51][CH3:52].C(P(CCCC)CCCC)CCC. (6) Given the product [O:21]1[C:25]2([CH2:30][CH2:29][CH:28]([O:31][CH2:2][C:3]3[N:7]([C:8]4[CH:13]=[CH:12][CH:11]=[CH:10][C:9]=4[O:14][CH:15]([F:17])[F:16])[N:6]=[CH:5][C:4]=3[CH:18]3[CH2:20][CH2:19]3)[CH2:27][CH2:26]2)[O:24][CH2:23][CH2:22]1, predict the reactants needed to synthesize it. The reactants are: Cl[CH2:2][C:3]1[N:7]([C:8]2[CH:13]=[CH:12][CH:11]=[CH:10][C:9]=2[O:14][CH:15]([F:17])[F:16])[N:6]=[CH:5][C:4]=1[CH:18]1[CH2:20][CH2:19]1.[O:21]1[C:25]2([CH2:30][CH2:29][CH:28]([OH:31])[CH2:27][CH2:26]2)[O:24][CH2:23][CH2:22]1. (7) Given the product [Cl:41][C:38]1[CH:39]=[CH:40][C:35]([N:33]([CH3:34])[C:30]2[CH:31]=[CH:32][C:27]([C:26]([C:24]3[CH:23]=[CH:22][C:21]([C:13]4[N:12]([C:6]5[CH:7]=[CH:8][CH:9]=[CH:10][CH:11]=5)[CH:16]=[CH:15][N:14]=4)=[C:20]([CH:25]=3)[C:19]([OH:44])=[O:18])=[O:42])=[N:28][CH:29]=2)=[CH:36][CH:37]=1, predict the reactants needed to synthesize it. The reactants are: C([Li])CCC.[C:6]1([N:12]2[CH:16]=[CH:15][N:14]=[CH:13]2)[CH:11]=[CH:10][CH:9]=[CH:8][CH:7]=1.C[O:18][C:19](=[O:44])[C:20]1[CH:25]=[C:24]([C:26](=[O:42])[C:27]2[CH:32]=[CH:31][C:30]([N:33]([C:35]3[CH:40]=[CH:39][C:38]([Cl:41])=[CH:37][CH:36]=3)[CH3:34])=[CH:29][N:28]=2)[CH:23]=[CH:22][C:21]=1I.